The task is: Predict the reactants needed to synthesize the given product.. This data is from Full USPTO retrosynthesis dataset with 1.9M reactions from patents (1976-2016). Given the product [CH2:1]([O:3][C:4](=[O:30])[C:5]([C:8]1[CH:9]=[C:10]([C:16]2[CH:21]=[CH:20][C:19]([C:22]([F:24])([F:25])[F:23])=[CH:18][C:17]=2[CH2:26][N:27]([C:31](=[O:33])[CH3:32])[CH2:28][CH3:29])[C:11]([O:14][CH3:15])=[CH:12][CH:13]=1)([CH3:7])[CH3:6])[CH3:2], predict the reactants needed to synthesize it. The reactants are: [CH2:1]([O:3][C:4](=[O:30])[C:5]([C:8]1[CH:9]=[C:10]([C:16]2[CH:21]=[CH:20][C:19]([C:22]([F:25])([F:24])[F:23])=[CH:18][C:17]=2[CH2:26][NH:27][CH2:28][CH3:29])[C:11]([O:14][CH3:15])=[CH:12][CH:13]=1)([CH3:7])[CH3:6])[CH3:2].[C:31](Cl)(=[O:33])[CH3:32].